Dataset: Catalyst prediction with 721,799 reactions and 888 catalyst types from USPTO. Task: Predict which catalyst facilitates the given reaction. (1) Reactant: CC(S([NH:7][C@H:8]([C:11]1[C:12]([F:42])=[C:13]([C:38]([Cl:41])=[CH:39][CH:40]=1)[O:14][C:15]1[CH:16]=[C:17]([CH:35]=[CH:36][CH:37]=1)[C:18]([N:20]([CH2:22][C:23]1[CH:24]=[N:25][N:26]([CH2:28][C:29]2[CH:34]=[CH:33][CH:32]=[CH:31][CH:30]=2)[CH:27]=1)[CH3:21])=[O:19])[CH2:9][CH3:10])=O)(C)C. Product: [ClH:41].[NH2:7][C@H:8]([C:11]1[C:12]([F:42])=[C:13]([C:38]([Cl:41])=[CH:39][CH:40]=1)[O:14][C:15]1[CH:16]=[C:17]([CH:35]=[CH:36][CH:37]=1)[C:18]([N:20]([CH2:22][C:23]1[CH:24]=[N:25][N:26]([CH2:28][C:29]2[CH:34]=[CH:33][CH:32]=[CH:31][CH:30]=2)[CH:27]=1)[CH3:21])=[O:19])[CH2:9][CH3:10]. The catalyst class is: 601. (2) Reactant: [N:1]1([CH2:7][C:8]2[CH:22]=[CH:21][C:11]3[NH:12][C:13]([C:15]4[C:19]([NH2:20])=[CH:18][NH:17][N:16]=4)=[N:14][C:10]=3[CH:9]=2)[CH2:6][CH2:5][O:4][CH2:3][CH2:2]1.[C:23](N1C=CN=C1)(N1C=CN=C1)=[O:24]. Product: [N:1]1([CH2:7][C:8]2[CH:9]=[C:10]3[C:11](=[CH:21][CH:22]=2)[N:12]=[C:13]2[N:14]3[C:23](=[O:24])[NH:20][C:19]3[C:15]2=[N:16][NH:17][CH:18]=3)[CH2:6][CH2:5][O:4][CH2:3][CH2:2]1. The catalyst class is: 1. (3) Reactant: [C:1]([C:4]1[N:5]=[C:6]([CH:9]2[CH2:14][CH2:13][N:12]([C:15]([O:17][C:18]([CH3:21])([CH3:20])[CH3:19])=[O:16])[CH2:11][CH2:10]2)[S:7][CH:8]=1)([OH:3])=O.C(N(CC)CC)C.F[P-](F)(F)(F)(F)F.N1(OC(N(C)C)=[N+](C)C)C2C=CC=CC=2N=N1.CC1C=CC(C)=CC=1CC(N1CCC(C2SC=C([C:75]([N:77](C)[C@@H:78]([C:81]3[CH:86]=[CH:85][CH:84]=[CH:83][CH:82]=3)[CH2:79][CH3:80])=O)N=2)CC1)=O. Product: [CH3:75][N:77]([C@@H:78]([C:81]1[CH:86]=[CH:85][CH:84]=[CH:83][CH:82]=1)[CH2:79][CH3:80])[C:1]([C:4]1[N:5]=[C:6]([CH:9]2[CH2:14][CH2:13][N:12]([C:15]([O:17][C:18]([CH3:21])([CH3:20])[CH3:19])=[O:16])[CH2:11][CH2:10]2)[S:7][CH:8]=1)=[O:3]. The catalyst class is: 10. (4) Reactant: Cl[CH2:2][C:3]([O:5][CH2:6][CH3:7])=[O:4].[C:8]([O-:11])([O-])=O.[K+].[K+].[CH3:14][N:15]1CCN[CH2:17][CH2:16]1. Product: [O:11]1[CH2:8][CH2:14][N:15]([CH2:2][C:3]([O:5][CH2:6][CH3:7])=[O:4])[CH2:16][CH2:17]1. The catalyst class is: 3.